From a dataset of Full USPTO retrosynthesis dataset with 1.9M reactions from patents (1976-2016). Predict the reactants needed to synthesize the given product. (1) Given the product [Cl:1][C:2]1[CH:18]=[CH:17][C:5]([CH2:6][N:7]([CH2:20][C:21](=[O:22])[C:23]2[CH:28]=[CH:27][CH:26]=[CH:25][CH:24]=2)[S:8]([C:11]2[CH:16]=[CH:15][CH:14]=[CH:13][CH:12]=2)(=[O:10])=[O:9])=[CH:4][CH:3]=1, predict the reactants needed to synthesize it. The reactants are: [Cl:1][C:2]1[CH:18]=[CH:17][C:5]([CH2:6][NH:7][S:8]([C:11]2[CH:16]=[CH:15][CH:14]=[CH:13][CH:12]=2)(=[O:10])=[O:9])=[CH:4][CH:3]=1.Br[CH2:20][C:21]([C:23]1[CH:28]=[CH:27][CH:26]=[CH:25][CH:24]=1)=[O:22].C(=O)([O-])[O-].[Cs+].[Cs+]. (2) Given the product [CH3:38][N:37]([CH2:36][C:35]1[N:4]=[C:5]([C:6]2[CH:7]=[C:8]3[C:12](=[CH:13][CH:14]=2)[NH:11][N:10]=[C:9]3[C:15]2[CH:16]=[C:17]([C:21]([NH:23][CH:24]3[CH2:25][C:26]4[C:31](=[CH:30][CH:29]=[CH:28][CH:27]=4)[CH2:32]3)=[O:22])[CH:18]=[CH:19][CH:20]=2)[NH:33][N:34]=1)[CH3:39], predict the reactants needed to synthesize it. The reactants are: C(O[N:4]=[CH:5][C:6]1[CH:7]=[C:8]2[C:12](=[CH:13][CH:14]=1)[NH:11][N:10]=[C:9]2[C:15]1[CH:16]=[C:17]([C:21]([NH:23][CH:24]2[CH2:32][C:31]3[C:26](=[CH:27][CH:28]=[CH:29][CH:30]=3)[CH2:25]2)=[O:22])[CH:18]=[CH:19][CH:20]=1)C.[NH2:33][NH:34][C:35](=O)[CH2:36][N:37]([CH3:39])[CH3:38].C[O-].[Na+]. (3) Given the product [Cl:34][C:35]1[CH:36]=[C:37]([C:42]([N:44]=[C:45]=[S:46])=[O:43])[CH:38]=[CH:39][C:40]=1[Cl:41].[Cl:34][C:35]1[CH:36]=[C:37]([CH:38]=[CH:39][C:40]=1[Cl:41])[C:42]([NH:44][C:45]([NH:31][C:30]1[CH:32]=[CH:33][C:27]([O:26][C:17]2[C:16]3[C:21](=[CH:22][C:23]([O:24][CH3:25])=[C:14]([O:13][CH3:12])[CH:15]=3)[N:20]=[CH:19][CH:18]=2)=[CH:28][CH:29]=1)=[S:46])=[O:43], predict the reactants needed to synthesize it. The reactants are: ClC1C=C(C(Cl)=O)C=CC=1Cl.[CH3:12][O:13][C:14]1[CH:15]=[C:16]2[C:21](=[CH:22][C:23]=1[O:24][CH3:25])[N:20]=[CH:19][CH:18]=[C:17]2[O:26][C:27]1[CH:33]=[CH:32][C:30]([NH2:31])=[CH:29][CH:28]=1.[Cl:34][C:35]1[CH:36]=[C:37]([C:42]([N:44]=[C:45]=[S:46])=[O:43])[CH:38]=[CH:39][C:40]=1[Cl:41]. (4) Given the product [C:10]([C:7]1[CH:8]=[CH:9][C:4]([CH:2]([N:29]2[CH2:30][CH2:31][CH:26]([NH:25][C:17]3[C:16]4[C:21](=[CH:22][CH:23]=[C:14]([Cl:13])[CH:15]=4)[O:20][C:19](=[O:24])[CH:18]=3)[CH2:27][CH2:28]2)[CH3:3])=[CH:5][CH:6]=1)(=[O:12])[CH3:11], predict the reactants needed to synthesize it. The reactants are: Br[CH:2]([C:4]1[CH:9]=[CH:8][C:7]([C:10](=[O:12])[CH3:11])=[CH:6][CH:5]=1)[CH3:3].[Cl:13][C:14]1[CH:15]=[C:16]2[C:21](=[CH:22][CH:23]=1)[O:20][C:19](=[O:24])[CH:18]=[C:17]2[NH:25][CH:26]1[CH2:31][CH2:30][NH:29][CH2:28][CH2:27]1.C([O-])([O-])=O.[Cs+].[Cs+].